Dataset: Full USPTO retrosynthesis dataset with 1.9M reactions from patents (1976-2016). Task: Predict the reactants needed to synthesize the given product. (1) Given the product [CH:24]([NH:21][C:22]([NH:1][C:2]1[CH:3]=[CH:4][CH:5]=[C:6]2[C:10]=1[NH:9][C:8](=[O:11])[CH2:7]2)=[O:23])([CH3:26])[CH3:25], predict the reactants needed to synthesize it. The reactants are: [NH2:1][C:2]1[CH:3]=[CH:4][CH:5]=[C:6]2[C:10]=1[NH:9][C:8](=[O:11])[CH2:7]2.CCN(C(C)C)C(C)C.[N:21]([CH:24]([CH3:26])[CH3:25])=[C:22]=[O:23]. (2) Given the product [Cl:17][C:15]1[C:14]2[C:9](=[CH:10][C:11]([O:18][CH3:19])=[CH:12][CH:13]=2)[N:8]=[C:7]([N:1]2[CH:5]=[CH:4][CH:3]=[N:2]2)[CH:16]=1, predict the reactants needed to synthesize it. The reactants are: [NH:1]1[CH:5]=[CH:4][CH:3]=[N:2]1.Cl[C:7]1[CH:16]=[C:15]([Cl:17])[C:14]2[C:9](=[CH:10][C:11]([O:18][CH3:19])=[CH:12][CH:13]=2)[N:8]=1.